This data is from CYP2C9 inhibition data for predicting drug metabolism from PubChem BioAssay. The task is: Regression/Classification. Given a drug SMILES string, predict its absorption, distribution, metabolism, or excretion properties. Task type varies by dataset: regression for continuous measurements (e.g., permeability, clearance, half-life) or binary classification for categorical outcomes (e.g., BBB penetration, CYP inhibition). Dataset: cyp2c9_veith. (1) The result is 0 (non-inhibitor). The compound is CC1(C)N=C(N)N=C(N)N1c1cccc(OCc2cccc([N+](=O)[O-])c2)c1. (2) The molecule is COc1nc(Oc2ccc(/C=N/O)cc2)nc(N(C)C)n1. The result is 0 (non-inhibitor). (3) The drug is O=C1C2[C@@H](c3ccccc3)N[C@@H](c3ccccc3)C1[C@H](c1ccccc1)N[C@H]2c1ccccc1. The result is 0 (non-inhibitor). (4) The compound is O=C(Oc1ccccc1)N1CCC2(CCCN(c3ccncc3)C2)CC1. The result is 1 (inhibitor).